This data is from Experimentally validated miRNA-target interactions with 360,000+ pairs, plus equal number of negative samples. The task is: Binary Classification. Given a miRNA mature sequence and a target amino acid sequence, predict their likelihood of interaction. (1) The miRNA is hsa-miR-4327 with sequence GGCUUGCAUGGGGGACUGG. The protein sequence of the target gene is MNSDSSSVSSRASSPDMDEMYLRDHHHRHHHHHQESRLNSVSSTQGDMVQKMPGESLSRAGAKAAGESSKYKIKKQLSEQDLQQLRLKINGRERKRMHDLNLAMDGLREVMPYAHGPSVRKLSKIATLLLARNYILMLTSSLEEMKRLVGEIYGGHHSAFHCGTVGHSAGHPAHAANAVHPVHPILGGALSSGNASSPLSATSLPTIGTIRPPHSLLKAPSTPPALQLGSGFQHWAGLPCPCTICQMPPPPHLSALSTANMARLSAESKDLLK. Result: 0 (no interaction). (2) The miRNA is bta-miR-378 with sequence ACUGGACUUGGAGUCAGAAGGC. The protein sequence of the target gene is MGQCVTKCKNPSSTLGSKNGDRDPSNKSHSRRGASHREEQVPPCGKPAGDILVNGTKKAEAATEACQLPTSSGDAGRESKTNAEESSLQRLEELFRRYKDEREDAILEEGMERFCNDLCVDPTEFRVLLLAWKFQAATMCKFTRKEFFDGCKAISADSIDGICARFPSLLTEAKQEDKFKDLYRFTFQFGLDSEEGQRSLHREIAIALWKLVFTQNNPPVLDQWLNFLTENPSGIKGISRDTWNMFLNFTQVIGPDLSNYSEDEAWPSLFDTFVEWEMERRKREVEGRGTLSSGQEGLCP.... Result: 0 (no interaction).